Dataset: Peptide-MHC class I binding affinity with 185,985 pairs from IEDB/IMGT. Task: Regression. Given a peptide amino acid sequence and an MHC pseudo amino acid sequence, predict their binding affinity value. This is MHC class I binding data. (1) The peptide sequence is NWDWGVFFK. The MHC is HLA-A31:01 with pseudo-sequence HLA-A31:01. The binding affinity (normalized) is 0.363. (2) The peptide sequence is IADKYACL. The MHC is H-2-Db with pseudo-sequence H-2-Db. The binding affinity (normalized) is 0.0621. (3) The MHC is HLA-B35:01 with pseudo-sequence HLA-B35:01. The binding affinity (normalized) is 0. The peptide sequence is VLTLLLLLV. (4) The peptide sequence is ITASKDLCF. The MHC is HLA-A03:01 with pseudo-sequence HLA-A03:01. The binding affinity (normalized) is 0.0847. (5) The peptide sequence is RRFDTFKAF. The MHC is HLA-A02:06 with pseudo-sequence HLA-A02:06. The binding affinity (normalized) is 0.0847. (6) The binding affinity (normalized) is 0.153. The MHC is HLA-A02:03 with pseudo-sequence HLA-A02:03. The peptide sequence is AVFKNSFLGK.